This data is from Forward reaction prediction with 1.9M reactions from USPTO patents (1976-2016). The task is: Predict the product of the given reaction. (1) Given the reactants I[C:2]1[CH:7]=[CH:6][C:5]([O:8][CH3:9])=[CH:4][CH:3]=1.[O-]P([O-])([O-])=O.[K+].[K+].[K+].CNC1CCCCC1NC.[O:28]1[C:32]2=[CH:33][C:34]3[C:35]([C:40]#[N:41])=[CH:36][NH:37][C:38]=3[CH:39]=[C:31]2[O:30][CH2:29]1, predict the reaction product. The product is: [CH3:9][O:8][C:5]1[CH:6]=[CH:7][C:2]([N:37]2[C:38]3[CH:39]=[C:31]4[O:30][CH2:29][O:28][C:32]4=[CH:33][C:34]=3[C:35]([C:40]#[N:41])=[CH:36]2)=[CH:3][CH:4]=1. (2) Given the reactants [N+:1]([C:4]1[CH:9]=[CH:8][CH:7]=[CH:6][C:5]=1[OH:10])([O-:3])=[O:2].Br[CH2:12][CH2:13][CH3:14].C([O-])([O-])=O.[K+].[K+], predict the reaction product. The product is: [N+:1]([C:4]1[CH:9]=[CH:8][CH:7]=[CH:6][C:5]=1[O:10][CH2:12][CH2:13][CH3:14])([O-:3])=[O:2]. (3) Given the reactants [CH3:1][O:2][C:3](=[O:25])[CH2:4][C:5]1[CH:10]=[C:9]([Br:11])[C:8]([O:12][C:13]2[CH:18]=[CH:17][C:16]([O:19][CH3:20])=[C:15]([CH:21]([CH3:23])[CH3:22])[CH:14]=2)=[C:7]([Br:24])[CH:6]=1.[CH3:26][C:27]1[CH:28]=[C:29]([CH:33]=[C:34]([CH3:36])[CH:35]=1)[C:30](Cl)=[O:31], predict the reaction product. The product is: [CH3:1][O:2][C:3](=[O:25])[CH2:4][C:5]1[CH:10]=[C:9]([Br:11])[C:8]([O:12][C:13]2[CH:14]=[C:15]([CH:21]([CH3:23])[CH3:22])[C:16]([O:19][CH3:20])=[CH:17][C:18]=2[C:30](=[O:31])[C:29]2[CH:33]=[C:34]([CH3:36])[CH:35]=[C:27]([CH3:26])[CH:28]=2)=[C:7]([Br:24])[CH:6]=1. (4) Given the reactants [O:1]1[C:4]2([CH2:7][N:6]([C:8]3[N:13]=[C:12]([NH:14]C(=O)OC(C)(C)C)[CH:11]=[CH:10][CH:9]=3)[CH2:5]2)[CH2:3][CH2:2]1.FC(F)(F)C(O)=O.C([O-])([O-])=O.[Na+].[Na+], predict the reaction product. The product is: [O:1]1[C:4]2([CH2:5][N:6]([C:8]3[N:13]=[C:12]([NH2:14])[CH:11]=[CH:10][CH:9]=3)[CH2:7]2)[CH2:3][CH2:2]1. (5) The product is: [CH2:1]([O:3][CH:4]([O:18][CH2:19][CH3:20])[CH2:5][N:6]1[C:7]2[C:16]3[CH:15]=[CH:14][CH:13]=[CH:12][C:11]=3[N:10]=[CH:9][C:8]=2[N:17]=[C:21]1[CH2:22][CH2:23][CH3:24])[CH3:2]. Given the reactants [CH2:1]([O:3][CH:4]([O:18][CH2:19][CH3:20])[CH2:5][NH:6][C:7]1[C:16]2[C:11](=[CH:12][CH:13]=[CH:14][CH:15]=2)[N:10]=[CH:9][C:8]=1[NH2:17])[CH3:2].[C:21](OC)(OC)(OC)[CH2:22][CH2:23][CH3:24], predict the reaction product. (6) Given the reactants [CH3:1][O:2][C:3](=[O:25])[CH2:4][C:5]1[C:14]([CH3:15])=[C:13](OS(C(F)(F)F)(=O)=O)[C:12]2[C:7](=[CH:8][CH:9]=[C:10]([F:24])[CH:11]=2)[CH:6]=1.C([O-])(=O)C.[K+].[B:31]1([B:31]2[O:35][C:34]([CH3:37])([CH3:36])[C:33]([CH3:39])([CH3:38])[O:32]2)[O:35][C:34]([CH3:37])([CH3:36])[C:33]([CH3:39])([CH3:38])[O:32]1.O1CCOCC1, predict the reaction product. The product is: [CH3:1][O:2][C:3](=[O:25])[CH2:4][C:5]1[C:14]([CH3:15])=[C:13]([B:31]2[O:35][C:34]([CH3:37])([CH3:36])[C:33]([CH3:39])([CH3:38])[O:32]2)[C:12]2[C:7](=[CH:8][CH:9]=[C:10]([F:24])[CH:11]=2)[CH:6]=1.